Dataset: Full USPTO retrosynthesis dataset with 1.9M reactions from patents (1976-2016). Task: Predict the reactants needed to synthesize the given product. (1) Given the product [CH2:15]([N:7]([C:8]1[CH:13]=[CH:12][CH:11]=[C:10]([F:14])[CH:9]=1)[CH2:6][C:2]1[NH:1][CH:5]=[CH:4][N:3]=1)[CH3:16], predict the reactants needed to synthesize it. The reactants are: [NH:1]1[CH:5]=[CH:4][N:3]=[C:2]1[CH2:6][NH:7][C:8]1[CH:13]=[CH:12][CH:11]=[C:10]([F:14])[CH:9]=1.[CH:15](=O)[CH3:16].C([BH3-])#N.[Na+]. (2) Given the product [C:30]([C@H:27]1[CH2:28][CH2:29][C@H:24]([O:23][C:18]2[CH:19]=[C:20]3[C:15](=[CH:16][CH:17]=2)[CH:14]=[C:13]([CH2:12][N:8]2[CH2:9][CH2:10][CH2:11][CH2:6][C@@H:7]2[C:34]([OH:36])=[O:37])[CH:22]=[CH:21]3)[CH2:25][CH2:26]1)([CH3:33])([CH3:31])[CH3:32], predict the reactants needed to synthesize it. The reactants are: C(OC([C@@H:6]1[CH2:11][CH2:10][CH2:9][N:8]([CH2:12][C:13]2[CH:22]=[CH:21][C:20]3[C:15](=[CH:16][CH:17]=[C:18]([O:23][CH:24]4[CH2:29][CH2:28][CH:27]([C:30]([CH3:33])([CH3:32])[CH3:31])[CH2:26][CH2:25]4)[CH:19]=3)[CH:14]=2)[CH2:7]1)=O)C.[CH2:34]([OH:36])C.[OH-:37].[Na+].Cl. (3) Given the product [NH2:20][C@@H:17]1[CH2:18][CH2:19][N:15]([C:13]([C:10]2[CH:11]=[C:12]3[C:7](=[CH:8][CH:9]=2)[NH:6][C:5]([C:28]2[C:37](=[O:38])[NH:36][C:35]4[C:30]([N:29]=2)=[CH:31][CH:32]=[CH:33][CH:34]=4)=[C:4]3[N+:1]([O-:3])=[O:2])=[O:14])[CH2:16]1, predict the reactants needed to synthesize it. The reactants are: [N+:1]([C:4]1[C:12]2[C:7](=[CH:8][CH:9]=[C:10]([C:13]([N:15]3[CH2:19][CH2:18][C@@H:17]([NH:20]C(=O)OC(C)(C)C)[CH2:16]3)=[O:14])[CH:11]=2)[NH:6][C:5]=1[C:28]1[C:37](=[O:38])[NH:36][C:35]2[C:30](=[CH:31][CH:32]=[CH:33][CH:34]=2)[N:29]=1)([O-:3])=[O:2].C(O)(C(F)(F)F)=O.CCOCC.